Dataset: Full USPTO retrosynthesis dataset with 1.9M reactions from patents (1976-2016). Task: Predict the reactants needed to synthesize the given product. Given the product [CH:3]([C:6]1[CH:25]=[CH:24][C:9]([O:10][CH2:11][C:12]([N:14]([C:15]2[CH:23]=[C:30]([CH:21]=[CH:17][CH:16]=2)[C:29]([O:32][CH3:33])=[O:31])[CH3:27])=[O:13])=[CH:8][C:7]=1[CH3:26])([CH3:4])[CH3:5], predict the reactants needed to synthesize it. The reactants are: [H-].[Na+].[CH:3]([C:6]1[CH:25]=[CH:24][C:9]([O:10][CH2:11][C:12]([NH:14][C:15]2[CH:16]=[C:17]([CH:21]=C[CH:23]=2)C([O-])=O)=[O:13])=[CH:8][C:7]=1[CH3:26])([CH3:5])[CH3:4].[CH3:27]I.[C:29]([O:32][CH2:33]C)(=[O:31])[CH3:30].